This data is from Reaction yield outcomes from USPTO patents with 853,638 reactions. The task is: Predict the reaction yield, written as a fraction of the theoretical maximum amount of product (1.0 means a 100% yield; for example, 0.34 means a 34% yield). (1) The reactants are Br[C:2]1[CH:7]=[CH:6][CH:5]=[CH:4][N:3]=1.[NH2:8][C:9]1[CH:14]=[C:13]([OH:15])[C:12]([CH3:16])=[CH:11][CH:10]=1. The catalyst is CCO. The product is [CH3:16][C:12]1[CH:11]=[CH:10][C:9]([NH:8][C:2]2[CH:7]=[CH:6][CH:5]=[CH:4][N:3]=2)=[CH:14][C:13]=1[OH:15]. The yield is 0.430. (2) The reactants are [CH3:1][Mg]Cl.Br[C:5]1[CH:10]=[C:9]([F:11])[C:8]([NH:12][C:13]([N:15]2[CH2:23][C:22]3[C:17](=[CH:18][CH:19]=[CH:20][C:21]=3[CH3:24])[CH2:16]2)=[O:14])=[C:7]([F:25])[CH:6]=1. The catalyst is C1COCC1.[Cl-].[Cl-].[Zn+2].C1C=CC(P(C2C=CC=CC=2)[C-]2C=CC=C2)=CC=1.C1C=CC(P(C2C=CC=CC=2)[C-]2C=CC=C2)=CC=1.Cl[Pd]Cl.[Fe+2].[Cu]I. The product is [F:11][C:9]1[CH:10]=[C:5]([CH3:1])[CH:6]=[C:7]([F:25])[C:8]=1[NH:12][C:13]([N:15]1[CH2:23][C:22]2[C:17](=[CH:18][CH:19]=[CH:20][C:21]=2[CH3:24])[CH2:16]1)=[O:14]. The yield is 0.790. (3) The reactants are Cl[C:2]1[CH:3]=[CH:4][C:5]2[C:15]3[C:10](=[CH:11][N:12]=[CH:13][CH:14]=3)[CH:9]([CH3:16])[O:8][C:6]=2[CH:7]=1.[F:17][C:18]([CH3:32])([CH3:31])[CH2:19][CH:20]([NH:23]C(=O)OC(C)(C)C)[CH2:21][OH:22]. No catalyst specified. The product is [F:17][C:18]([CH3:32])([CH3:31])[CH2:19][CH:20]([NH2:23])[CH2:21][O:22][C:2]1[CH:3]=[CH:4][C:5]2[C:15]3[C:10](=[CH:11][N:12]=[CH:13][CH:14]=3)[CH:9]([CH3:16])[O:8][C:6]=2[CH:7]=1. The yield is 0.990.